Dataset: Full USPTO retrosynthesis dataset with 1.9M reactions from patents (1976-2016). Task: Predict the reactants needed to synthesize the given product. (1) Given the product [CH3:40][N:37]1[C:38](=[O:39])/[C:34](=[C:26]2\[NH:27][C:28]3[C:33]([C:24]([S:54][C:51]4[CH:50]=[CH:49][C:48]([NH:47][C:44](=[O:46])[CH3:45])=[CH:53][CH:52]=4)=[CH:25]\2)=[CH:32][CH:31]=[CH:30][CH:29]=3)/[C:35]([CH2:41][CH2:42][CH3:43])=[N:36]1, predict the reactants needed to synthesize it. The reactants are: CN1C(=O)CC(CCC)=N1.ClC1C2C(=CC=CC=2)[N+]([O-])=CC=1.Cl[C:24]1[C:33]2[C:28](=[CH:29][CH:30]=[CH:31][CH:32]=2)[NH:27]/[C:26](=[C:34]2/[C:35]([CH2:41][CH2:42][CH3:43])=[N:36][N:37]([CH3:40])[C:38]/2=[O:39])/[CH:25]=1.[C:44]([NH:47][C:48]1[CH:53]=[CH:52][C:51]([SH:54])=[CH:50][CH:49]=1)(=[O:46])[CH3:45]. (2) The reactants are: [F:1][C:2]1[CH:7]=[CH:6][C:5]([N:8]2[C:12]([C:13](=[O:15])[CH3:14])=[C:11]([CH3:16])[N:10]=[N:9]2)=[CH:4][CH:3]=1.CC(OCC1C2C(=CC=CC=2)C(COC(C)=O)=C2C=1C=CC=C2)=O.[Br:41]Br. Given the product [Br:41][CH2:14][C:13]([C:12]1[N:8]([C:5]2[CH:4]=[CH:3][C:2]([F:1])=[CH:7][CH:6]=2)[N:9]=[N:10][C:11]=1[CH3:16])=[O:15], predict the reactants needed to synthesize it. (3) Given the product [CH3:15][O:16][C:17]([C:19]1[CH:28]=[CH:27][C:26]2[C:21](=[CH:22][CH:23]=[C:24]([NH:29][C:12]([C:10]3[O:11][C:7]([C:1]4[CH:2]=[CH:3][CH:4]=[CH:5][CH:6]=4)=[CH:8][CH:9]=3)=[O:14])[CH:25]=2)[CH:20]=1)=[O:18], predict the reactants needed to synthesize it. The reactants are: [C:1]1([C:7]2[O:11][C:10]([C:12]([OH:14])=O)=[CH:9][CH:8]=2)[CH:6]=[CH:5][CH:4]=[CH:3][CH:2]=1.[CH3:15][O:16][C:17]([C:19]1[CH:28]=[CH:27][C:26]2[C:21](=[CH:22][CH:23]=[C:24]([NH2:29])[CH:25]=2)[CH:20]=1)=[O:18]. (4) Given the product [C:14]([C:2]1[CH:11]=[CH:10][C:5]([C:6]([O:8][CH3:9])=[O:7])=[C:4]([CH2:12][CH3:13])[CH:3]=1)#[N:15], predict the reactants needed to synthesize it. The reactants are: Br[C:2]1[CH:11]=[CH:10][C:5]([C:6]([O:8][CH3:9])=[O:7])=[C:4]([CH2:12][CH3:13])[CH:3]=1.[CH3:14][N:15](C=O)C. (5) Given the product [CH3:6][O:5][C:1]([C:2]1[N:9]=[N:8][N:7]([CH:10]([CH3:18])[C:11]([OH:13])=[O:12])[CH:3]=1)=[O:4], predict the reactants needed to synthesize it. The reactants are: [C:1]([O:5][CH3:6])(=[O:4])[C:2]#[CH:3].[N:7]([CH:10]([CH3:18])[C:11]([O:13]C(C)(C)C)=[O:12])=[N+:8]=[N-:9]. (6) Given the product [Br:1][CH2:4][C:3]([C:6]1[C:7](=[O:27])[O:8][C:9]2[C:14]([CH:15]=1)=[CH:13][CH:12]=[C:11]([O:16][CH2:17][CH2:18][NH:19][C:20](=[O:26])[O:21][C:22]([CH3:23])([CH3:25])[CH3:24])[CH:10]=2)=[O:5], predict the reactants needed to synthesize it. The reactants are: [Br:1]Br.[C:3]([C:6]1[C:7](=[O:27])[O:8][C:9]2[C:14]([CH:15]=1)=[CH:13][CH:12]=[C:11]([O:16][CH2:17][CH2:18][NH:19][C:20](=[O:26])[O:21][C:22]([CH3:25])([CH3:24])[CH3:23])[CH:10]=2)(=[O:5])[CH3:4].C(Cl)(Cl)Cl.CCO.